From a dataset of NCI-60 drug combinations with 297,098 pairs across 59 cell lines. Regression. Given two drug SMILES strings and cell line genomic features, predict the synergy score measuring deviation from expected non-interaction effect. (1) Cell line: OVCAR3. Drug 1: CCCCC(=O)OCC(=O)C1(CC(C2=C(C1)C(=C3C(=C2O)C(=O)C4=C(C3=O)C=CC=C4OC)O)OC5CC(C(C(O5)C)O)NC(=O)C(F)(F)F)O. Synergy scores: CSS=9.48, Synergy_ZIP=4.18, Synergy_Bliss=7.00, Synergy_Loewe=7.98, Synergy_HSA=6.98. Drug 2: C#CCC(CC1=CN=C2C(=N1)C(=NC(=N2)N)N)C3=CC=C(C=C3)C(=O)NC(CCC(=O)O)C(=O)O. (2) Drug 2: C1=NC2=C(N1)C(=S)N=CN2. Cell line: SN12C. Synergy scores: CSS=24.5, Synergy_ZIP=-6.87, Synergy_Bliss=-6.21, Synergy_Loewe=-36.7, Synergy_HSA=-7.26. Drug 1: C(=O)(N)NO. (3) Drug 1: C1=CN(C(=O)N=C1N)C2C(C(C(O2)CO)O)O.Cl. Drug 2: C1CCC(C(C1)N)N.C(=O)(C(=O)[O-])[O-].[Pt+4]. Cell line: TK-10. Synergy scores: CSS=26.3, Synergy_ZIP=-6.52, Synergy_Bliss=-0.182, Synergy_Loewe=-18.4, Synergy_HSA=2.77.